From a dataset of Reaction yield outcomes from USPTO patents with 853,638 reactions. Predict the reaction yield, written as a fraction of the theoretical maximum amount of product (1.0 means a 100% yield; for example, 0.34 means a 34% yield). (1) The reactants are [C:1]([O:10]C)(=O)[C:2]1[C:3](=[CH:5][CH:6]=[CH:7][CH:8]=1)[SH:4].[C:12]([C:14]1[CH:19]=[CH:18][CH:17]=[C:16]([S:20][CH2:21][CH3:22])[N:15]=1)#[N:13].C(N(CC)CC)C. The catalyst is C1(C)C=CC=CC=1. The product is [CH2:21]([S:20][C:16]1[N:15]=[C:14]([C:12]2[S:4][C:3]3[CH:5]=[CH:6][CH:7]=[CH:8][C:2]=3[C:1](=[O:10])[N:13]=2)[CH:19]=[CH:18][CH:17]=1)[CH3:22]. The yield is 0.140. (2) The reactants are [S:1]1[C:9]2[C:4](=[N:5][CH:6]=[CH:7][C:8]=2[OH:10])[CH:3]=[CH:2]1.Cl[C:12]1[C:21]2[C:16](=[CH:17][C:18]([O:24][CH3:25])=[C:19]([O:22][CH3:23])[CH:20]=2)[N:15]=[CH:14][CH:13]=1.O. The catalyst is CN(C)C1C=CN=CC=1.ClC1C=CC=CC=1Cl. The product is [CH3:23][O:22][C:19]1[CH:20]=[C:21]2[C:16](=[CH:17][C:18]=1[O:24][CH3:25])[N:15]=[CH:14][CH:13]=[C:12]2[O:10][C:8]1[CH:7]=[CH:6][N:5]=[C:4]2[CH:3]=[CH:2][S:1][C:9]=12. The yield is 0.0100. (3) The reactants are [CH3:1][C:2](=[CH:4][CH2:5][CH2:6]/[C:7](=[CH:9]/[CH2:10][OH:11])/[CH3:8])[CH3:3]. The catalyst is C(Cl)Cl. The product is [CH3:8][CH:7]([CH2:6][CH2:5][CH2:4][CH:2]([CH3:3])[CH3:1])[CH2:9][CH2:10][OH:11]. The yield is 0.980. (4) The reactants are [NH2:1][C:2]1[CH:3]=[C:4]([C:10]2[C:18]3[C:17]([NH:19][C@H:20]([C:22]4[N:27]([C:28]5[CH:33]=[CH:32][CH:31]=[CH:30][CH:29]=5)[C:26](=[O:34])[C:25]5=[C:35]([CH3:38])[CH:36]=[CH:37][N:24]5[N:23]=4)[CH3:21])=[N:16][CH:15]=[N:14][C:13]=3[N:12]([CH2:39][O:40][CH2:41][CH2:42][Si:43]([CH3:46])([CH3:45])[CH3:44])[CH:11]=2)[CH:5]=[C:6]([O:8][CH3:9])[CH:7]=1.N1C=CC=CC=1.[CH3:53][S:54](Cl)(=[O:56])=[O:55]. The catalyst is O1CCCC1. The product is [CH3:9][O:8][C:6]1[CH:7]=[C:2]([NH:1][S:54]([CH3:53])(=[O:56])=[O:55])[CH:3]=[C:4]([C:10]2[C:18]3[C:17]([NH:19][C@H:20]([C:22]4[N:27]([C:28]5[CH:33]=[CH:32][CH:31]=[CH:30][CH:29]=5)[C:26](=[O:34])[C:25]5=[C:35]([CH3:38])[CH:36]=[CH:37][N:24]5[N:23]=4)[CH3:21])=[N:16][CH:15]=[N:14][C:13]=3[N:12]([CH2:39][O:40][CH2:41][CH2:42][Si:43]([CH3:46])([CH3:45])[CH3:44])[CH:11]=2)[CH:5]=1. The yield is 0.670. (5) The reactants are [CH3:1][O:2][C:3]1[CH:4]=[C:5]([CH2:20][C:21]([OH:23])=O)[CH:6]=[CH:7][C:8]=1[NH:9][C:10]([NH:12][C:13]1[CH:18]=[CH:17][CH:16]=[CH:15][C:14]=1[CH3:19])=[O:11].[NH:24]1[CH2:28][CH2:27][CH2:26][C@H:25]1[CH2:29][O:30][C:31]1[CH:40]=[CH:39][C:34]([C:35]([O:37][CH3:38])=[O:36])=[CH:33][CH:32]=1.C(Cl)CCl.C1C=CC2N(O)N=NC=2C=1. The catalyst is CN(C1C=CN=CC=1)C.CN(C=O)C.CCOC(C)=O. The product is [CH3:1][O:2][C:3]1[CH:4]=[C:5]([CH2:20][C:21]([N:24]2[CH2:28][CH2:27][CH2:26][C@H:25]2[CH2:29][O:30][C:31]2[CH:40]=[CH:39][C:34]([C:35]([O:37][CH3:38])=[O:36])=[CH:33][CH:32]=2)=[O:23])[CH:6]=[CH:7][C:8]=1[NH:9][C:10]([NH:12][C:13]1[CH:18]=[CH:17][CH:16]=[CH:15][C:14]=1[CH3:19])=[O:11]. The yield is 0.750.